Dataset: NCI-60 drug combinations with 297,098 pairs across 59 cell lines. Task: Regression. Given two drug SMILES strings and cell line genomic features, predict the synergy score measuring deviation from expected non-interaction effect. (1) Drug 1: CN(C)N=NC1=C(NC=N1)C(=O)N. Drug 2: CC(C1=C(C=CC(=C1Cl)F)Cl)OC2=C(N=CC(=C2)C3=CN(N=C3)C4CCNCC4)N. Cell line: SK-MEL-28. Synergy scores: CSS=0.998, Synergy_ZIP=1.62, Synergy_Bliss=4.39, Synergy_Loewe=-2.44, Synergy_HSA=-0.422. (2) Drug 1: C1=CN(C=N1)CC(O)(P(=O)(O)O)P(=O)(O)O. Drug 2: CC1=C(C(=O)C2=C(C1=O)N3CC4C(C3(C2COC(=O)N)OC)N4)N. Cell line: HS 578T. Synergy scores: CSS=13.4, Synergy_ZIP=-2.19, Synergy_Bliss=1.30, Synergy_Loewe=-1.45, Synergy_HSA=3.35. (3) Drug 1: CC1=C2C(C(=O)C3(C(CC4C(C3C(C(C2(C)C)(CC1OC(=O)C(C(C5=CC=CC=C5)NC(=O)OC(C)(C)C)O)O)OC(=O)C6=CC=CC=C6)(CO4)OC(=O)C)OC)C)OC. Drug 2: C1=NC2=C(N1)C(=S)N=C(N2)N. Cell line: NCIH23. Synergy scores: CSS=67.8, Synergy_ZIP=-7.55, Synergy_Bliss=-8.99, Synergy_Loewe=-6.90, Synergy_HSA=-4.13. (4) Drug 1: C1=NC(=NC(=O)N1C2C(C(C(O2)CO)O)O)N. Drug 2: C(CCl)NC(=O)N(CCCl)N=O. Cell line: M14. Synergy scores: CSS=18.9, Synergy_ZIP=-7.75, Synergy_Bliss=-1.03, Synergy_Loewe=-15.6, Synergy_HSA=2.14. (5) Drug 1: C1=CC(=C2C(=C1NCCNCCO)C(=O)C3=C(C=CC(=C3C2=O)O)O)NCCNCCO. Drug 2: CCCCCOC(=O)NC1=NC(=O)N(C=C1F)C2C(C(C(O2)C)O)O. Cell line: CCRF-CEM. Synergy scores: CSS=36.5, Synergy_ZIP=-2.41, Synergy_Bliss=-5.12, Synergy_Loewe=-42.1, Synergy_HSA=-4.08. (6) Drug 1: CC(CN1CC(=O)NC(=O)C1)N2CC(=O)NC(=O)C2. Drug 2: CC1=C(C(CCC1)(C)C)C=CC(=CC=CC(=CC(=O)O)C)C. Cell line: MDA-MB-435. Synergy scores: CSS=14.8, Synergy_ZIP=2.25, Synergy_Bliss=7.59, Synergy_Loewe=6.65, Synergy_HSA=6.12. (7) Drug 1: CNC(=O)C1=CC=CC=C1SC2=CC3=C(C=C2)C(=NN3)C=CC4=CC=CC=N4. Synergy scores: CSS=16.6, Synergy_ZIP=-9.84, Synergy_Bliss=-13.1, Synergy_Loewe=-15.9, Synergy_HSA=-14.8. Cell line: MDA-MB-435. Drug 2: CNC(=O)C1=NC=CC(=C1)OC2=CC=C(C=C2)NC(=O)NC3=CC(=C(C=C3)Cl)C(F)(F)F.